From a dataset of Experimentally validated miRNA-target interactions with 360,000+ pairs, plus equal number of negative samples. Binary Classification. Given a miRNA mature sequence and a target amino acid sequence, predict their likelihood of interaction. (1) The miRNA is hsa-miR-5582-3p with sequence UAAAACUUUAAGUGUGCCUAGG. The protein sequence of the target gene is MDVRFYPAAAGDPAGLDFAQCLGYYGYSKLGNNNYMNMAEANNAFFAASEQTFHTPSLGDEEFEIPPITPPPESDPTLGMPDALLPFQTLSDPLPSQGTEFTPQFPPQSLDLPSITISRNLVEQDGVLHSNGLHMDQSHTQVSQYRQDPSLVMRSIVHMTDGARSGIMPPAQLTTINQSQLSAQLGLNLGGANVSHTSPSPPASKSATPSPSSSINEEDADDANRAIGEKRTAPDSGKKPKTPKKKKKKDPNEPQKPVSAYALFFRDTQAAIKGQNPNATFGEVSKIVASMWDSLGEEQK.... Result: 0 (no interaction). (2) The protein sequence of the target gene is MNGKRPAEPGPARVGKKGKKEVMAEFSDAVTEETLKKQVAEAWSRRTPFSHEVIVMDMDPFLHCVIPNFIQSQDFLEGLQKELMNLDFHEKYNDLYKFQQSDDLKKRREPHISTLRKILFEDFRSWLSDISKIDLESTIDMSCAKYEFTDALLCHDDELEGRRIAFILYLVPPWDRSMGGTLDLYSIDEHFQPKQIVKSLIPSWNKLVFFEVSPVSFHQVSEVLSEEKSRLSISGWFHGPSLTRPPNYFEPPIPRSPHIPQDHEILYDWINPTYLDMDYQVQIQEEFEESSEILLKEFLK.... The miRNA is hsa-miR-6783-3p with sequence UUCCUGGGCUUCUCCUCUGUAG. Result: 1 (interaction). (3) The miRNA is hsa-miR-636 with sequence UGUGCUUGCUCGUCCCGCCCGCA. The protein sequence of the target gene is MVNSVIFFDITVDGKPLGRISIKQFADKIPKTAENFRALSTGEKGFRYKGSCFHRIIPGFMCQGGDFTHPNGTGDKSIYGEKFDDENLIRKHTGSGILSMANAGPNTNGSQFFICTAKTEWLDGKHVAFGKVKERVNIVEAMEHFGYRNSKTSKKITIADCGQF. Result: 0 (no interaction). (4) The miRNA is hsa-miR-4285 with sequence GCGGCGAGUCCGACUCAU. The protein sequence of the target gene is MGEPGFFVTGDRAGGRSWCLRRVGMSAGWLLLEDGCEVTVGRGFGVTYQLVSKICPLMISRNHCVLKQNPEGQWTIMDNKSLNGVWLNRARLEPLRVYSIHQGDYIQLGVPLENKENAEYEYEVTEEDWETIYPCLSPKNDQMIEKNKELRTKRKFSLDELAGPGAEGPSNLKSKINKVSCESGQPVKSQGKGEVASTPSDNLDPKLTALEPSKTTGAPIYPGFPKVTEVHHEQKASNSSASQRSLQMFKVTMSRILRLKIQMQEKHEAVMNVKKQTQKGNSKKVVQMEQELQDLQSQLC.... Result: 0 (no interaction). (5) The miRNA is hsa-miR-423-5p with sequence UGAGGGGCAGAGAGCGAGACUUU. The protein sequence of the target gene is MSLHQFLLEPITCHAWNRDRTQIALSPNNHEVHIYKKNGSQWVKAHELKEHNGHITGIDWAPKSDRIVTCGADRNAYVWSQKDGVWKPTLVILRINRAATFVKWSPLENKFAVGSGARLISVCYFESENDWWVSKHIKKPIRSTVLSLDWHPNNVLLAAGSCDFKCRVFSAYIKEVDEKPASTPWGSKMPFGQLMSEFGGSGTGGWVHGVSFSASGSRLAWVSHDSTVSVADASKSVQVSTLKTEFLPLLSVSFVSENSVVAAGHDCCPMLFNYDDRGCLTFVSKLDIPKQSIQRNMSAM.... Result: 1 (interaction).